From a dataset of Catalyst prediction with 721,799 reactions and 888 catalyst types from USPTO. Predict which catalyst facilitates the given reaction. (1) Reactant: [H-].[H-].[H-].[H-].[Li+].[Al+3].[Al+3].[Cl-].[Cl-].[Cl-].[Br:11][C:12]1[CH:13]=[CH:14][C:15]2[NH:21][C:20](=O)[CH2:19][CH2:18][C:17](=O)[C:16]=2[CH:24]=1. Product: [Br:11][C:12]1[CH:13]=[CH:14][C:15]2[NH:21][CH2:20][CH2:19][CH2:18][CH2:17][C:16]=2[CH:24]=1. The catalyst class is: 1. (2) Reactant: [CH2:1]([N:3]([CH2:27][C:28]1[CH:33]=[CH:32][C:31]([C:34]([F:37])([F:36])[F:35])=[CH:30][CH:29]=1)[C:4](=[O:26])[CH2:5][O:6][C:7]1[CH:12]=[CH:11][C:10]([CH2:13][CH2:14][S:15][C:16]2[CH:25]=[CH:24][CH:23]=[CH:22][C:17]=2[C:18]([O:20]C)=[O:19])=[CH:9][CH:8]=1)[CH3:2].[OH-].[Li+]. Product: [CH2:1]([N:3]([CH2:27][C:28]1[CH:29]=[CH:30][C:31]([C:34]([F:36])([F:35])[F:37])=[CH:32][CH:33]=1)[C:4](=[O:26])[CH2:5][O:6][C:7]1[CH:8]=[CH:9][C:10]([CH2:13][CH2:14][S:15][C:16]2[CH:25]=[CH:24][CH:23]=[CH:22][C:17]=2[C:18]([OH:20])=[O:19])=[CH:11][CH:12]=1)[CH3:2]. The catalyst class is: 47.